From a dataset of Catalyst prediction with 721,799 reactions and 888 catalyst types from USPTO. Predict which catalyst facilitates the given reaction. (1) Reactant: [Cl:1][C:2]1[CH:7]=[CH:6][C:5]([OH:8])=[CH:4][CH:3]=1.[P:9]([Cl:13])(Cl)(Cl)=[S:10].C(N(CC)CC)C.[NH2:21][C@@H:22]([CH3:31])[C:23]([O:25][CH2:26][C:27]([CH3:30])([CH3:29])[CH3:28])=[O:24]. Product: [Cl:13][P:9]([NH:21][C@@H:22]([CH3:31])[C:23]([O:25][CH2:26][C:27]([CH3:30])([CH3:29])[CH3:28])=[O:24])([O:8][C:5]1[CH:6]=[CH:7][C:2]([Cl:1])=[CH:3][CH:4]=1)=[S:10]. The catalyst class is: 2. (2) Product: [CH2:1]([O:3][C:4]([C:6]1[C:11]([NH:12][C:29](=[O:30])[CH2:28][C:21]2[C:22]([F:27])=[CH:23][C:24]([F:26])=[CH:25][C:20]=2[F:19])=[CH:10][N:9]=[CH:8][N:7]=1)=[O:5])[CH3:2]. The catalyst class is: 2. Reactant: [CH2:1]([O:3][C:4]([C:6]1[C:11]([NH2:12])=[CH:10][N:9]=[CH:8][N:7]=1)=[O:5])[CH3:2].N1C=CC=CC=1.[F:19][C:20]1[CH:25]=[C:24]([F:26])[CH:23]=[C:22]([F:27])[C:21]=1[CH2:28][C:29](Cl)=[O:30]. (3) Reactant: [CH:1]1[C:10]2[C:5](=[CH:6][C:7]([C:11]3[O:15][C:14]([NH2:16])=[N:13][N:12]=3)=[CH:8][CH:9]=2)[CH:4]=[CH:3][N:2]=1.[F:17][C:18]([F:41])([F:40])[C:19]1[CH:39]=[CH:38][C:22]([CH2:23][C@H:24]2[CH2:28]OS(=O)(=O)[N:25]2[C:31]([O:33][C:34]([CH3:37])([CH3:36])[CH3:35])=[O:32])=[CH:21][CH:20]=1.C([O-])([O-])=O.[Cs+].[Cs+]. Product: [CH:1]1[C:10]2[C:5](=[CH:6][C:7]([C:11]3[O:15][C:14]([NH:16][CH2:28][C@@H:24]([NH:25][C:31](=[O:32])[O:33][C:34]([CH3:37])([CH3:36])[CH3:35])[CH2:23][C:22]4[CH:38]=[CH:39][C:19]([C:18]([F:41])([F:40])[F:17])=[CH:20][CH:21]=4)=[N:13][N:12]=3)=[CH:8][CH:9]=2)[CH:4]=[CH:3][N:2]=1. The catalyst class is: 3. (4) Reactant: [CH2:1]([C:3]1[CH:8]=[CH:7][CH:6]=[CH:5][C:4]=1[NH:9][C:10]1[CH:15]=[CH:14][C:13]([C:16]2[CH:21]=[CH:20][CH:19]=[CH:18][CH:17]=2)=[CH:12][C:11]=1[NH2:22])[CH3:2].S(=O)(O)[O-].[Na+].[CH:28](=O)[C:29]1[CH:34]=[CH:33][CH:32]=[CH:31][CH:30]=1. Product: [CH2:1]([C:3]1[CH:8]=[CH:7][CH:6]=[CH:5][C:4]=1[N:9]1[C:10]2[CH:15]=[CH:14][C:13]([C:16]3[CH:21]=[CH:20][CH:19]=[CH:18][CH:17]=3)=[CH:12][C:11]=2[N:22]=[C:28]1[C:29]1[CH:34]=[CH:33][CH:32]=[CH:31][CH:30]=1)[CH3:2]. The catalyst class is: 3. (5) Reactant: [Cl:1][C:2]1[CH:11]=[C:10]([C:12](=O)[CH3:13])[C:9]([N:15]2[CH2:20][CH2:19][CH2:18][C@H:17]([OH:21])[CH2:16]2)=[C:8]2[C:3]=1[CH:4]=[CH:5][CH:6]=[N:7]2.C([O-])(=O)C.[NH4+].C([BH3-])#[N:28].[Na+]. Product: [NH2:28][CH:12]([C:10]1[C:9]([N:15]2[CH2:20][CH2:19][CH2:18][C@H:17]([OH:21])[CH2:16]2)=[C:8]2[C:3]([CH:4]=[CH:5][CH:6]=[N:7]2)=[C:2]([Cl:1])[CH:11]=1)[CH3:13]. The catalyst class is: 449. (6) Reactant: [CH:1]1([N:5]2[CH2:10][CH2:9][N:8]([C:11]3[N:12]=[CH:13][C:14]4[CH2:20][CH2:19][NH:18][CH2:17][CH2:16][C:15]=4[N:21]=3)[CH2:7][CH2:6]2)[CH2:4][CH2:3][CH2:2]1.[C:22]1([S:28](Cl)(=[O:30])=[O:29])[CH:27]=[CH:26][CH:25]=[CH:24][CH:23]=1. Product: [C:22]1([S:28]([N:18]2[CH2:19][CH2:20][C:14]3[CH:13]=[N:12][C:11]([N:8]4[CH2:7][CH2:6][N:5]([CH:1]5[CH2:4][CH2:3][CH2:2]5)[CH2:10][CH2:9]4)=[N:21][C:15]=3[CH2:16][CH2:17]2)(=[O:30])=[O:29])[CH:27]=[CH:26][CH:25]=[CH:24][CH:23]=1. The catalyst class is: 2. (7) Reactant: [CH:1]1([CH2:4][CH2:5][O:6][C:7]2[N:15]=[C:14]3[C:10]([N:11]=[C:12]([O:22]C)[N:13]3[CH2:16][CH:17]3[CH2:21][CH2:20][O:19][CH2:18]3)=[C:9]([NH2:24])[N:8]=2)[CH2:3][CH2:2]1.Cl.O.[OH-].[Na+]. Product: [NH2:24][C:9]1[N:8]=[C:7]([O:6][CH2:5][CH2:4][CH:1]2[CH2:3][CH2:2]2)[N:15]=[C:14]2[C:10]=1[NH:11][C:12](=[O:22])[N:13]2[CH2:16][CH:17]1[CH2:21][CH2:20][O:19][CH2:18]1. The catalyst class is: 71. (8) Reactant: [F:1][C:2]1[CH:3]=[C:4]([CH:8]2[S:13][CH2:12][CH2:11][CH2:10][S:9]2)[CH:5]=[CH:6][CH:7]=1.[Li]CCCC.[F:19][CH:20]([F:31])[O:21][C:22]1[CH:29]=[CH:28][C:25]([CH:26]=[O:27])=[CH:24][C:23]=1[CH3:30]. Product: [F:19][CH:20]([F:31])[O:21][C:22]1[CH:29]=[CH:28][C:25]([CH:26]([C:8]2([C:4]3[CH:5]=[CH:6][CH:7]=[C:2]([F:1])[CH:3]=3)[S:9][CH2:10][CH2:11][CH2:12][S:13]2)[OH:27])=[CH:24][C:23]=1[CH3:30]. The catalyst class is: 1. (9) Product: [Cl:1][C:2]1[CH:7]=[C:6]2[NH:8][C:9](=[O:36])[C:10]3([CH:14]([CH2:15][C:16]([C:19]#[N:20])([CH3:18])[CH3:17])[NH:13][CH:12]([C:21]([OH:23])=[O:22])[CH:11]3[C:28]3[CH:33]=[CH:32][CH:31]=[C:30]([Cl:34])[C:29]=3[F:35])[C:5]2=[CH:4][CH:3]=1. The catalyst class is: 76. Reactant: [Cl:1][C:2]1[CH:7]=[C:6]2[NH:8][C:9](=[O:36])[C@@:10]3([C@H:14]([CH2:15][C:16]([C:19]#[N:20])([CH3:18])[CH3:17])[NH:13][C@@H:12]([C:21]([O:23]C(C)(C)C)=[O:22])[C@@H:11]3[C:28]3[CH:33]=[CH:32][CH:31]=[C:30]([Cl:34])[C:29]=3[F:35])[C:5]2=[CH:4][CH:3]=1.